Task: Predict the product of the given reaction.. Dataset: Forward reaction prediction with 1.9M reactions from USPTO patents (1976-2016) (1) The product is: [CH2:1]([O:3][C:4](=[O:22])[CH2:5][C@H:6]([C:15]1[CH:20]=[CH:19][CH:18]=[C:17]([NH:21][C:23](=[O:25])[CH3:24])[CH:16]=1)[NH:7][C:8]([O:10][C:11]([CH3:14])([CH3:13])[CH3:12])=[O:9])[CH3:2]. Given the reactants [CH2:1]([O:3][C:4](=[O:22])[CH2:5][C@H:6]([C:15]1[CH:20]=[CH:19][CH:18]=[C:17]([NH2:21])[CH:16]=1)[NH:7][C:8]([O:10][C:11]([CH3:14])([CH3:13])[CH3:12])=[O:9])[CH3:2].[C:23](OC(=O)C)(=[O:25])[CH3:24], predict the reaction product. (2) Given the reactants [I:1]I.[CH3:3][O:4][C:5]1[CH:6]=[C:7]([OH:11])[CH:8]=[CH:9][CH:10]=1, predict the reaction product. The product is: [I:1][C:8]1[CH:9]=[CH:10][C:5]([O:4][CH3:3])=[CH:6][C:7]=1[OH:11]. (3) Given the reactants [N:1]1[CH:6]=[CH:5][CH:4]=[CH:3][C:2]=1[O:7][CH2:8][C:9]1[CH:27]=[CH:26][C:12]([CH2:13][C:14]2[CH:18]=[C:17]([C:19]3[C:20]([NH2:25])=[N:21][CH:22]=[CH:23][CH:24]=3)[O:16][N:15]=2)=[CH:11][CH:10]=1.C(#N)C.[CH3:31][N:32]([CH3:52])[CH2:33][CH2:34][O:35][C:36](=[O:51])[C@@H:37]([NH:43][C:44]([O:46][C:47]([CH3:50])([CH3:49])[CH3:48])=[O:45])[CH2:38][CH2:39][C:40](O)=[O:41].F[P-](F)(F)(F)(F)F.N1(OC(N(C)C)=[N+](C)C)C2N=CC=CC=2N=N1, predict the reaction product. The product is: [CH3:52][N:32]([CH3:31])[CH2:33][CH2:34][O:35][C:36](=[O:51])[C@@H:37]([NH:43][C:44]([O:46][C:47]([CH3:48])([CH3:49])[CH3:50])=[O:45])[CH2:38][CH2:39][C:40](=[O:41])[NH:25][C:20]1[C:19]([C:17]2[O:16][N:15]=[C:14]([CH2:13][C:12]3[CH:26]=[CH:27][C:9]([CH2:8][O:7][C:2]4[CH:3]=[CH:4][CH:5]=[CH:6][N:1]=4)=[CH:10][CH:11]=3)[CH:18]=2)=[CH:24][CH:23]=[CH:22][N:21]=1. (4) Given the reactants [Cl:1][C:2]1[CH:6]=[N:5][N:4]([CH3:7])[C:3]=1[C:8]1[CH:9]=[C:10]([NH2:16])[CH:11]=[CH:12][C:13]=1[O:14][CH3:15].[Cl:17][C:18]1[CH:23]=[CH:22][C:21]([N:24]=[C:25]=[O:26])=[C:20]([C:27]([F:30])([F:29])[F:28])[CH:19]=1, predict the reaction product. The product is: [Cl:1][C:2]1[CH:6]=[N:5][N:4]([CH3:7])[C:3]=1[C:8]1[CH:9]=[C:10]([NH:16][C:25]([NH:24][C:21]2[CH:22]=[CH:23][C:18]([Cl:17])=[CH:19][C:20]=2[C:27]([F:29])([F:28])[F:30])=[O:26])[CH:11]=[CH:12][C:13]=1[O:14][CH3:15].